The task is: Regression. Given a target protein amino acid sequence and a drug SMILES string, predict the binding affinity score between them. We predict pIC50 (pIC50 = -log10(IC50 in M); higher means more potent). Dataset: bindingdb_ic50.. This data is from Drug-target binding data from BindingDB using IC50 measurements. The small molecule is CCOc1ccc(C(=O)OCC(=O)NCc2ccco2)cc1OCC. The target protein (P22736) has sequence MPCIQAQYGTPAPSPGPRDHLASDPLTPEFIKPTMDLASPEAAPAAPTALPSFSTFMDGYTGEFDTFLYQLPGTVQPCSSASSSASSTSSSSATSPASASFKFEDFQVYGCYPGPLSGPVDEALSSSGSDYYGSPCSAPSPSTPSFQPPQLSPWDGSFGHFSPSQTYEGLRAWTEQLPKASGPPQPPAFFSFSPPTGPSPSLAQSPLKLFPSQATHQLGEGESYSMPTAFPGLAPTSPHLEGSGILDTPVTSTKARSGAPGGSEGRCAVCGDNASCQHYGVRTCEGCKGFFKRTVQKNAKYICLANKDCPVDKRRRNRCQFCRFQKCLAVGMVKEVVRTDSLKGRRGRLPSKPKQPPDASPANLLTSLVRAHLDSGPSTAKLDYSKFQELVLPHFGKEDAGDVQQFYDLLSGSLEVIRKWAEKIPGFAELSPADQDLLLESAFLELFILRLAYRSKPGEGKLIFCSGLVLHRLQCARGFGDWIDSILAFSRSLHSLLVDV.... The pIC50 is 4.0.